From a dataset of Full USPTO retrosynthesis dataset with 1.9M reactions from patents (1976-2016). Predict the reactants needed to synthesize the given product. (1) Given the product [CH2:9]([NH:11][C:37]([C:29]1[S:28][C:20]2[N:21]([C:22]3[CH:23]=[CH:24][CH:25]=[CH:26][CH:27]=3)[C:16](=[O:15])[CH:17]=[CH:18][C:19]=2[C:30]=1[C:31]1[CH:32]=[CH:33][CH:34]=[CH:35][CH:36]=1)=[O:38])[CH3:8], predict the reactants needed to synthesize it. The reactants are: C(Cl)CCl.C1C=C[C:8]2N(O)N=[N:11][C:9]=2C=1.[O:15]=[C:16]1[N:21]([C:22]2[CH:27]=[CH:26][CH:25]=[CH:24][CH:23]=2)[C:20]2[S:28][C:29]([C:37](O)=[O:38])=[C:30]([C:31]3[CH:36]=[CH:35][CH:34]=[CH:33][CH:32]=3)[C:19]=2[CH:18]=[CH:17]1.Cl.C(N)C.CN1CCOCC1. (2) Given the product [Br:8][C:9]1[CH:14]=[C:13]([Cl:15])[CH:12]=[CH:11][C:10]=1[CH:16]([OH:18])[CH3:17], predict the reactants needed to synthesize it. The reactants are: [BH4-].[Na+].C1COCC1.[Br:8][C:9]1[CH:14]=[C:13]([Cl:15])[CH:12]=[CH:11][C:10]=1[C:16](=[O:18])[CH3:17].Cl. (3) Given the product [Cl:30][C:31]1[CH:40]=[C:39]2[C:34]([C:35]([N:41]3[CH2:46][CH2:45][N:44]([C:11]([NH:5][CH2:4][C:3]4[CH:6]=[CH:7][CH:8]=[CH:9][C:2]=4[CH3:1])=[O:12])[CH2:43][CH2:42]3)=[CH:36][CH:37]=[N:38]2)=[CH:33][CH:32]=1, predict the reactants needed to synthesize it. The reactants are: [CH3:1][C:2]1[CH:9]=[CH:8][CH:7]=[CH:6][C:3]=1[CH2:4][NH2:5].Cl[C:11](OC1C=CC([N+]([O-])=O)=CC=1)=[O:12].C(N(CC)CC)C.[Cl:30][C:31]1[CH:40]=[C:39]2[C:34]([C:35]([N:41]3[CH2:46][CH2:45][NH:44][CH2:43][CH2:42]3)=[CH:36][CH:37]=[N:38]2)=[CH:33][CH:32]=1. (4) Given the product [CH3:12][O:13][C:2]1[N:7]=[C:6]([CH3:8])[C:5]([N+:9]([O-:11])=[O:10])=[CH:4][CH:3]=1, predict the reactants needed to synthesize it. The reactants are: Cl[C:2]1[N:7]=[C:6]([CH3:8])[C:5]([N+:9]([O-:11])=[O:10])=[CH:4][CH:3]=1.[CH3:12][O-:13].[Na+].O. (5) Given the product [CH3:34][N:24]1[CH2:23][C:22]2[C:26](=[C:27]([N+:30]([O-:32])=[O:31])[CH:28]=[CH:29][C:21]=2[B:35]2[O:39][C:38]([CH3:41])([CH3:40])[C:37]([CH3:43])([CH3:42])[O:36]2)[C:25]1=[O:33], predict the reactants needed to synthesize it. The reactants are: C1(P(C2CCCCC2)C2CCCCC2)CCCCC1.Br[C:21]1[CH:29]=[CH:28][C:27]([N+:30]([O-:32])=[O:31])=[C:26]2[C:22]=1[CH2:23][N:24]([CH3:34])[C:25]2=[O:33].[B:35]1([B:35]2[O:39][C:38]([CH3:41])([CH3:40])[C:37]([CH3:43])([CH3:42])[O:36]2)[O:39][C:38]([CH3:41])([CH3:40])[C:37]([CH3:43])([CH3:42])[O:36]1.CC([O-])=O.[K+]. (6) Given the product [CH2:1]([O:5][C:6]1[CH:11]=[CH:10][C:9]([S:12]([C:15]2([C:23]([OH:25])=[O:24])[CH2:20][CH2:19][CH2:18][N:17]([CH2:21][CH3:22])[CH2:16]2)(=[O:13])=[O:14])=[CH:8][CH:7]=1)[C:2]#[C:3][CH3:4].[CH2:1]([O:5][C:6]1[CH:11]=[CH:10][C:9]([S:12]([C:15]2([C:23]([OH:25])=[O:24])[CH2:20][CH2:19][CH2:18][N:17]([CH2:21][CH3:22])[CH2:16]2)(=[O:13])=[O:14])=[CH:8][CH:7]=1)[C:2]#[C:3][CH3:4], predict the reactants needed to synthesize it. The reactants are: [CH2:1]([O:5][C:6]1[CH:11]=[CH:10][C:9]([S:12]([C:15]2([C:23]([O:25]CC)=[O:24])[CH2:20][CH2:19][CH2:18][N:17]([CH2:21][CH3:22])[CH2:16]2)(=[O:14])=[O:13])=[CH:8][CH:7]=1)[C:2]#[C:3][CH3:4].CO.[OH-].[Na+]. (7) Given the product [CH2:1]([O:3][C:4](=[O:17])[NH:5][C:6]1[C:7]([O:12][C:13]([F:14])([F:16])[F:15])=[CH:8][CH:9]=[CH:10][C:11]=1[I:23])[CH3:2], predict the reactants needed to synthesize it. The reactants are: [CH2:1]([O:3][C:4](=[O:17])[NH:5][C:6]1[CH:11]=[CH:10][CH:9]=[CH:8][C:7]=1[O:12][C:13]([F:16])([F:15])[F:14])[CH3:2].[Li]C(CC)C.[I:23]I.[Cl-].[NH4+].